Dataset: Full USPTO retrosynthesis dataset with 1.9M reactions from patents (1976-2016). Task: Predict the reactants needed to synthesize the given product. (1) Given the product [CH3:21][O:3][C:4]1[CH:5]=[C:6]([C:15]([O:17][CH2:18][CH3:19])=[O:16])[N:7]=[C:8]([C:10]([O:12][CH2:13][CH3:14])=[O:11])[CH:9]=1, predict the reactants needed to synthesize it. The reactants are: [H-].[Na+].[OH:3][C:4]1[CH:9]=[C:8]([C:10]([O:12][CH2:13][CH3:14])=[O:11])[N:7]=[C:6]([C:15]([O:17][CH2:18][CH3:19])=[O:16])[CH:5]=1.I[CH3:21].O. (2) Given the product [Cl:13][C:5]1[C:4]2[C:9](=[CH:10][CH:11]=[C:2]([NH:22][CH2:21][C:20]3[CH:23]=[CH:24][CH:25]=[C:18]([CH2:17][N:15]([CH3:16])[CH3:14])[CH:19]=3)[CH:3]=2)[C:8](=[O:12])[NH:7][N:6]=1, predict the reactants needed to synthesize it. The reactants are: Br[C:2]1[CH:3]=[C:4]2[C:9](=[CH:10][CH:11]=1)[C:8](=[O:12])[NH:7][N:6]=[C:5]2[Cl:13].[CH3:14][N:15]([CH2:17][C:18]1[CH:19]=[C:20]([CH:23]=[CH:24][CH:25]=1)[CH2:21][NH2:22])[CH3:16].C1C=CC(P(C2C(C3C(P(C4C=CC=CC=4)C4C=CC=CC=4)=CC=C4C=3C=CC=C4)=C3C(C=CC=C3)=CC=2)C2C=CC=CC=2)=CC=1.CC([O-])(C)C.[Na+].